This data is from Full USPTO retrosynthesis dataset with 1.9M reactions from patents (1976-2016). The task is: Predict the reactants needed to synthesize the given product. (1) Given the product [NH2:13][C@H:5]([C@@H:4]([OH:28])[CH2:3][C@@H:2]([NH2:1])[CH2:29][C:30]1[CH:31]=[CH:32][C:33]([C:36]2[CH:41]=[CH:40][CH:39]=[CH:38][N:37]=2)=[CH:34][CH:35]=1)[CH2:6][C:7]1[CH:12]=[CH:11][CH:10]=[CH:9][CH:8]=1, predict the reactants needed to synthesize it. The reactants are: [NH2:1][C@@H:2]([CH2:29][C:30]1[CH:35]=[CH:34][C:33]([C:36]2[CH:41]=[CH:40][CH:39]=[CH:38][N:37]=2)=[CH:32][CH:31]=1)[CH2:3][C@H:4]([OH:28])[C@@H:5]([N:13](CC1C=CC=CC=1)CC1C=CC=CC=1)[CH2:6][C:7]1[CH:12]=[CH:11][CH:10]=[CH:9][CH:8]=1. (2) The reactants are: [Br:1][C:2]1[CH:21]=[CH:20][C:5]([CH2:6][C:7]2[NH:8][CH:9]=[C:10]([C:12]3[CH:17]=[CH:16][C:15]([Cl:18])=[CH:14][C:13]=3[Cl:19])[N:11]=2)=[CH:4][CH:3]=1.Br[CH2:23][C:24]1[CH:33]=[CH:32][C:27]([C:28]([O:30][CH3:31])=[O:29])=[CH:26][CH:25]=1. Given the product [CH3:31][O:30][C:28](=[O:29])[C:27]1[CH:32]=[CH:33][C:24]([CH2:23][N:8]2[CH:9]=[C:10]([C:12]3[CH:17]=[CH:16][C:15]([Cl:18])=[CH:14][C:13]=3[Cl:19])[N:11]=[C:7]2[CH2:6][C:5]2[CH:20]=[CH:21][C:2]([Br:1])=[CH:3][CH:4]=2)=[CH:25][CH:26]=1, predict the reactants needed to synthesize it. (3) Given the product [CH2:6]([N:7]1[CH:11]=[C:10]([NH:12][C:50]([C:36]2[C:35]3[CH2:34][C:33]([F:32])([F:53])[CH2:41][CH2:40][C:39]=3[NH:38][N:37]=2)=[O:52])[CH:9]=[N:8]1)[C:5]1[CH:4]=[CH:3][CH:31]=[CH:30][CH:29]=1, predict the reactants needed to synthesize it. The reactants are: C([C:3]1[CH:4]=[C:5]([CH:29]=[CH:30][CH:31]=1)[CH2:6][N:7]1[CH:11]=[C:10]([NH:12]C(C2C3CCC(C4C=NNC=4)CC=3NN=2)=O)[CH:9]=[N:8]1)#N.[F:32][C:33]1([F:53])[CH2:41][CH2:40][C:39]2[N:38](COCC[Si](C)(C)C)[N:37]=[C:36]([C:50]([OH:52])=O)[C:35]=2[CH2:34]1.NC1C=NN(CC2C=C(C=CC=2)C#N)C=1.C(N1C=C(N)C=N1)C1C=CC=CC=1. (4) Given the product [C:19]([C:9]1[C@@H:10]([C:11]2[CH:16]=[CH:15][C:14]([C:17]#[N:18])=[CH:13][CH:12]=2)[N:5]2[N:4]=[C:3]([NH:2][C:36]([CH:33]3[CH2:35][CH2:34]3)=[O:37])[N:32]=[C:6]2[N:7]([C:22]2[CH:27]=[CH:26][CH:25]=[C:24]([C:28]([F:29])([F:31])[F:30])[CH:23]=2)[C:8]=1[CH3:21])#[N:20], predict the reactants needed to synthesize it. The reactants are: Cl.[NH2:2][C:3]1[N:32]=[C:6]2[N:7]([C:22]3[CH:27]=[CH:26][CH:25]=[C:24]([C:28]([F:31])([F:30])[F:29])[CH:23]=3)[C:8]([CH3:21])=[C:9]([C:19]#[N:20])[C@@H:10]([C:11]3[CH:16]=[CH:15][C:14]([C:17]#[N:18])=[CH:13][CH:12]=3)[N:5]2[N:4]=1.[CH:33]1([C:36](Cl)=[O:37])[CH2:35][CH2:34]1. (5) Given the product [NH2:1][C:4]1[CH:5]=[CH:6][C:7]([CH:10]([CH2:30][C:31]([N:33]2[C:41]3[CH:40]=[C:39]([OH:42])[C:38]4[CH:43]=[CH:44][CH:45]=[CH:46][C:37]=4[C:36]=3[C@H:35]([CH2:47][Cl:48])[CH2:34]2)=[O:32])[CH2:11][C:12]([N:14]2[C:22]3[CH:21]=[C:20]([OH:23])[C:19]4[CH:24]=[CH:25][CH:26]=[CH:27][C:18]=4[C:17]=3[C@H:16]([CH2:28][Cl:29])[CH2:15]2)=[O:13])=[CH:8][CH:9]=1, predict the reactants needed to synthesize it. The reactants are: [N+:1]([C:4]1[CH:9]=[CH:8][C:7]([CH:10]([CH2:30][C:31]([N:33]2[C:41]3[CH:40]=[C:39]([OH:42])[C:38]4[CH:43]=[CH:44][CH:45]=[CH:46][C:37]=4[C:36]=3[C@H:35]([CH2:47][Cl:48])[CH2:34]2)=[O:32])[CH2:11][C:12]([N:14]2[C:22]3[CH:21]=[C:20]([OH:23])[C:19]4[CH:24]=[CH:25][CH:26]=[CH:27][C:18]=4[C:17]=3[C@H:16]([CH2:28][Cl:29])[CH2:15]2)=[O:13])=[CH:6][CH:5]=1)([O-])=O.C([O-])=O.[NH4+].